From a dataset of NCI-60 drug combinations with 297,098 pairs across 59 cell lines. Regression. Given two drug SMILES strings and cell line genomic features, predict the synergy score measuring deviation from expected non-interaction effect. Drug 1: CS(=O)(=O)C1=CC(=C(C=C1)C(=O)NC2=CC(=C(C=C2)Cl)C3=CC=CC=N3)Cl. Drug 2: C(CN)CNCCSP(=O)(O)O. Cell line: SR. Synergy scores: CSS=22.2, Synergy_ZIP=6.64, Synergy_Bliss=6.01, Synergy_Loewe=-6.84, Synergy_HSA=7.56.